Regression. Given two drug SMILES strings and cell line genomic features, predict the synergy score measuring deviation from expected non-interaction effect. From a dataset of NCI-60 drug combinations with 297,098 pairs across 59 cell lines. (1) Drug 1: CN(C(=O)NC(C=O)C(C(C(CO)O)O)O)N=O. Drug 2: CC1CCCC2(C(O2)CC(NC(=O)CC(C(C(=O)C(C1O)C)(C)C)O)C(=CC3=CSC(=N3)C)C)C. Cell line: ACHN. Synergy scores: CSS=34.5, Synergy_ZIP=3.12, Synergy_Bliss=3.77, Synergy_Loewe=-8.30, Synergy_HSA=3.49. (2) Drug 1: CCCCCOC(=O)NC1=NC(=O)N(C=C1F)C2C(C(C(O2)C)O)O. Drug 2: C1CCC(C(C1)N)N.C(=O)(C(=O)[O-])[O-].[Pt+4]. Cell line: MCF7. Synergy scores: CSS=25.2, Synergy_ZIP=-7.44, Synergy_Bliss=-1.47, Synergy_Loewe=-33.5, Synergy_HSA=-3.19. (3) Drug 1: CC1OCC2C(O1)C(C(C(O2)OC3C4COC(=O)C4C(C5=CC6=C(C=C35)OCO6)C7=CC(=C(C(=C7)OC)O)OC)O)O. Drug 2: CCC(=C(C1=CC=CC=C1)C2=CC=C(C=C2)OCCN(C)C)C3=CC=CC=C3.C(C(=O)O)C(CC(=O)O)(C(=O)O)O. Cell line: MALME-3M. Synergy scores: CSS=16.9, Synergy_ZIP=-2.25, Synergy_Bliss=2.49, Synergy_Loewe=-8.09, Synergy_HSA=1.07.